Task: Regression. Given a peptide amino acid sequence and an MHC pseudo amino acid sequence, predict their binding affinity value. This is MHC class II binding data.. Dataset: Peptide-MHC class II binding affinity with 134,281 pairs from IEDB (1) The peptide sequence is PCRAGFETNVSHNVQ. The MHC is DRB5_0101 with pseudo-sequence DRB5_0101. The binding affinity (normalized) is 0.178. (2) The peptide sequence is YEALIKLLPFSKRIR. The MHC is DRB1_1501 with pseudo-sequence DRB1_1501. The binding affinity (normalized) is 0.669. (3) The peptide sequence is YEAMYTPHTVLQAVG. The MHC is DRB1_0101 with pseudo-sequence DRB1_0101. The binding affinity (normalized) is 0.975. (4) The peptide sequence is AAVDKDAVIVAAAGN. The MHC is HLA-DPA10103-DPB10301 with pseudo-sequence HLA-DPA10103-DPB10301. The binding affinity (normalized) is 0.621. (5) The peptide sequence is FLHSEEGSRAYRNAL. The MHC is DRB5_0101 with pseudo-sequence DRB5_0101. The binding affinity (normalized) is 0.544. (6) The peptide sequence is VAEAAGKTKEGVLYV. The MHC is DRB1_0401 with pseudo-sequence DRB1_0401. The binding affinity (normalized) is 0.145. (7) The peptide sequence is TMTRPILRLLVLAVL. The MHC is DRB1_0802 with pseudo-sequence DRB1_0802. The binding affinity (normalized) is 0.277. (8) The peptide sequence is FVNTLVASSGSYAAT. The MHC is DRB1_0101 with pseudo-sequence DRB1_0101. The binding affinity (normalized) is 1.00. (9) The peptide sequence is RQELRCGSGVFIHNDVEA. The MHC is DRB1_0101 with pseudo-sequence DRB1_0101. The binding affinity (normalized) is 0.536.